Dataset: Catalyst prediction with 721,799 reactions and 888 catalyst types from USPTO. Task: Predict which catalyst facilitates the given reaction. (1) Reactant: [CH2:1]([C@@:4]1([C:24]2[CH:29]=[CH:28][C:27]([F:30])=[CH:26][CH:25]=2)[O:9][C:8](=[O:10])[N:7]([C@H:11]2[CH2:16][CH2:15][CH2:14][N:13]([CH2:17][C:18]3[CH:23]=[CH:22][CH:21]=[CH:20][CH:19]=3)[CH2:12]2)[CH2:6][CH2:5]1)[CH:2]=[CH2:3].B.C1C[O:35]CC1.[OH-].[Na+].OO.Cl. Product: [CH2:17]([N:13]1[CH2:14][CH2:15][CH2:16][C@H:11]([N:7]2[CH2:6][CH2:5][C@@:4]([C:24]3[CH:29]=[CH:28][C:27]([F:30])=[CH:26][CH:25]=3)([CH2:1][CH2:2][CH2:3][OH:35])[O:9][C:8]2=[O:10])[CH2:12]1)[C:18]1[CH:23]=[CH:22][CH:21]=[CH:20][CH:19]=1. The catalyst class is: 20. (2) Reactant: CCN(C(C)C)C(C)C.[N:10]1[CH:15]=[CH:14][CH:13]=[N:12][C:11]=1[C:16]1[CH:24]=[CH:23][C:19]([C:20]([OH:22])=O)=[CH:18][CH:17]=1.C1C=CC2N(O)N=NC=2C=1.CCN=C=NCCCN(C)C.Cl.[NH2:47][CH2:48][C:49]([N:51]1[CH2:56][CH2:55][N:54]([C:57](=[O:68])[C:58]2[CH:63]=[CH:62][CH:61]=[CH:60][C:59]=2[C:64]([F:67])([F:66])[F:65])[CH2:53][CH2:52]1)=[O:50]. Product: [O:50]=[C:49]([N:51]1[CH2:52][CH2:53][N:54]([C:57](=[O:68])[C:58]2[CH:63]=[CH:62][CH:61]=[CH:60][C:59]=2[C:64]([F:67])([F:66])[F:65])[CH2:55][CH2:56]1)[CH2:48][NH:47][C:20](=[O:22])[C:19]1[CH:18]=[CH:17][C:16]([C:11]2[N:10]=[CH:15][CH:14]=[CH:13][N:12]=2)=[CH:24][CH:23]=1. The catalyst class is: 18. (3) Reactant: [F:1][C:2]1[CH:7]=[CH:6][CH:5]=[C:4]([F:8])[C:3]=1[C:9]1[CH:10]=[C:11]2[C:15](=[CH:16][CH:17]=1)[NH:14][N:13]=[CH:12]2.[OH-].[K+].C1C(=O)N([Br:27])C(=O)C1.O. Product: [Br:27][C:12]1[C:11]2[C:15](=[CH:16][CH:17]=[C:9]([C:3]3[C:4]([F:8])=[CH:5][CH:6]=[CH:7][C:2]=3[F:1])[CH:10]=2)[NH:14][N:13]=1. The catalyst class is: 3. (4) Reactant: [NH2:1][C@H:2]([C:4]([N:6]1[C:12](=[O:13])[CH:11]([CH3:14])[C:10]2[CH:15]=[CH:16][CH:17]=[CH:18][C:9]=2[C:8]2[C:19]([NH2:23])=[CH:20][CH:21]=[CH:22][C:7]1=2)=[O:5])[CH3:3].N1C=CC=CC=1.[CH2:30]([S:34](Cl)(=[O:36])=[O:35])[CH2:31][CH2:32][CH3:33]. Product: [CH2:30]([S:34]([NH:1][C@H:2]([C:4]([N:6]1[C:12](=[O:13])[CH:11]([CH3:14])[C:10]2[CH:15]=[CH:16][CH:17]=[CH:18][C:9]=2[C:8]2[C:19]([NH2:23])=[CH:20][CH:21]=[CH:22][C:7]1=2)=[O:5])[CH3:3])(=[O:36])=[O:35])[CH2:31][CH2:32][CH3:33]. The catalyst class is: 3. (5) Product: [OH:26][C@@H:25]([CH2:27][N:28]1[CH2:32][CH2:31][CH2:30][CH2:29]1)[CH2:24][O:23][C:17]1[CH:16]=[C:15]2[C:20]([C:11]([O:10][C:6]3[CH:5]=[C:4]4[C:9](=[CH:8][CH:7]=3)[NH:1][CH:2]=[CH:3]4)=[N:12][CH:13]=[N:14]2)=[CH:19][C:18]=1[O:21][CH3:22]. The catalyst class is: 3. Reactant: [NH:1]1[C:9]2[C:4](=[CH:5][C:6]([O:10][C:11]3[C:20]4[C:15](=[CH:16][C:17]([O:23][CH2:24][C@@H:25]5[CH2:27][O:26]5)=[C:18]([O:21][CH3:22])[CH:19]=4)[N:14]=[CH:13][N:12]=3)=[CH:7][CH:8]=2)[CH:3]=[CH:2]1.[NH:28]1[CH2:32][CH2:31][CH2:30][CH2:29]1. (6) Reactant: [Br:1][C:2]1[CH:7]=[CH:6][C:5]([C:8](=[O:11])[CH2:9]Cl)=[CH:4][C:3]=1[F:12].[CH3:13][O:14][C:15]([NH:17][C@@H:18]1[CH:26]2[C:27](=[O:34])[CH2:28][C@H:29]([C:31]([OH:33])=[O:32])[CH2:30][N:24]3[C:25]2=[C:21]([CH:22]=[CH:23]3)[CH2:20][CH2:19]1)=[O:16].CCN(C(C)C)C(C)C. Product: [Br:1][C:2]1[CH:7]=[CH:6][C:5]([C:8](=[O:11])[CH2:9][O:33][C:31]([C@@H:29]2[CH2:30][N:24]3[C:25]4[CH:26]([C@@H:18]([NH:17][C:15]([O:14][CH3:13])=[O:16])[CH2:19][CH2:20][C:21]=4[CH:22]=[CH:23]3)[C:27](=[O:34])[CH2:28]2)=[O:32])=[CH:4][C:3]=1[F:12]. The catalyst class is: 10.